From a dataset of Forward reaction prediction with 1.9M reactions from USPTO patents (1976-2016). Predict the product of the given reaction. (1) Given the reactants O[CH2:2][C:3]1[CH:4]=[C:5]([CH:11]=[CH:12][CH:13]=1)[O:6][CH2:7][C:8]([NH2:10])=[O:9].P(Br)(Br)[Br:15], predict the reaction product. The product is: [Br:15][CH2:2][C:3]1[CH:4]=[C:5]([CH:11]=[CH:12][CH:13]=1)[O:6][CH2:7][C:8]([NH2:10])=[O:9]. (2) Given the reactants [CH3:1][C:2]1[NH:3][C:4]2[C:9]([C:10]=1[CH3:11])=[CH:8][C:7]([NH:12][C:13]1[C:22]3[C:17](=[CH:18][C:19]([OH:25])=[C:20]([O:23][CH3:24])[CH:21]=3)[N:16]=[CH:15][N:14]=1)=[CH:6][CH:5]=2.[CH3:26][O:27][CH2:28][CH2:29][N:30]([CH2:32][CH2:33]O)[CH3:31], predict the reaction product. The product is: [CH3:1][C:2]1[NH:3][C:4]2[C:9]([C:10]=1[CH3:11])=[CH:8][C:7]([NH:12][C:13]1[C:22]3[C:17](=[CH:18][C:19]([O:25][CH2:33][CH2:32][N:30]([CH2:29][CH2:28][O:27][CH3:26])[CH3:31])=[C:20]([O:23][CH3:24])[CH:21]=3)[N:16]=[CH:15][N:14]=1)=[CH:6][CH:5]=2. (3) Given the reactants C([O:3][C:4]([CH2:6][N:7]([S:15]([C:18]1[CH:23]=[CH:22][C:21]([O:24][CH3:25])=[CH:20][CH:19]=1)(=[O:17])=[O:16])[CH:8]([CH2:13]O)[C:9]([O:11][CH3:12])=[O:10])=O)C.[CH3:26][NH2:27], predict the reaction product. The product is: [CH3:25][O:24][C:21]1[CH:22]=[CH:23][C:18]([S:15]([N:7]2[CH2:6][C:4](=[O:3])[N:27]([CH3:26])[CH2:13][CH:8]2[C:9]([O:11][CH3:12])=[O:10])(=[O:17])=[O:16])=[CH:19][CH:20]=1.